Dataset: Reaction yield outcomes from USPTO patents with 853,638 reactions. Task: Predict the reaction yield, written as a fraction of the theoretical maximum amount of product (1.0 means a 100% yield; for example, 0.34 means a 34% yield). (1) The reactants are [CH3:1][C:2]1([CH3:36])[N:6]([C:7]2[S:8][C:9]3[CH2:15][CH2:14][O:13][C:12]4[CH:16]=[C:17]([CH:20]5[CH2:25][CH2:24][N:23](C(OC(C)(C)C)=O)[CH2:22][CH2:21]5)[CH:18]=[CH:19][C:11]=4[C:10]=3[N:33]=2)[C:5](=[O:34])[NH:4][C:3]1=[O:35]. The catalyst is FC(F)(F)C(O)=O.ClCCl. The product is [NH:23]1[CH2:22][CH2:21][CH:20]([C:17]2[CH:18]=[CH:19][C:11]3[C:10]4[N:33]=[C:7]([N:6]5[C:2]([CH3:36])([CH3:1])[C:3](=[O:35])[NH:4][C:5]5=[O:34])[S:8][C:9]=4[CH2:15][CH2:14][O:13][C:12]=3[CH:16]=2)[CH2:25][CH2:24]1. The yield is 0.300. (2) The reactants are [CH3:1][O:2][C:3]([CH3:8])=[CH:4][C:5](=O)[CH3:6].Br[C:10]1[CH:15]=[CH:14][CH:13]=[CH:12][CH:11]=1.Cl. The catalyst is C1COCC1. The product is [CH3:1][O:2][C:3]1[CH:8]=[C:12]([CH3:13])[C:11]2[C:5]([CH:4]=1)=[CH:6][CH:14]=[CH:15][CH:10]=2. The yield is 0.370.